The task is: Predict the product of the given reaction.. This data is from Forward reaction prediction with 1.9M reactions from USPTO patents (1976-2016). (1) Given the reactants [Cl:1][C:2]1[S:3][CH:4]=[C:5]([C:7]([OH:9])=O)[N:6]=1.[CH2:10]([O:12][C:13](=[O:22])[CH2:14][C:15]1[CH:20]=[CH:19][CH:18]=[C:17]([NH2:21])[CH:16]=1)[CH3:11], predict the reaction product. The product is: [CH2:10]([O:12][C:13](=[O:22])[CH2:14][C:15]1[CH:20]=[CH:19][CH:18]=[C:17]([NH:21][C:7]([C:5]2[N:6]=[C:2]([Cl:1])[S:3][CH:4]=2)=[O:9])[CH:16]=1)[CH3:11]. (2) The product is: [OH:14][CH2:13][C:10]1[CH:11]=[CH:12][C:6]2[CH2:5][N:4]3[N:17]=[CH:18][CH:19]=[C:3]3[C:2](=[O:1])[NH:8][C:7]=2[CH:9]=1. Given the reactants [O:1]=[C:2]1[NH:8][C:7]2[CH:9]=[C:10]([C:13](OC)=[O:14])[CH:11]=[CH:12][C:6]=2[CH2:5][N:4]2[N:17]=[CH:18][CH:19]=[C:3]12.[Li].[AlH3], predict the reaction product. (3) Given the reactants [O:1]=[C:2]1[NH:6][C:5](=[O:7])[CH:4]([CH2:8][C:9]2[CH:10]=[CH:11][C:12]([OH:19])=[C:13]([CH:18]=2)[C:14]([O:16][CH3:17])=[O:15])[S:3]1.C(=O)([O-])[O-].[Cs+].[Cs+].Br[CH2:27][CH2:28][N:29]1[C:33]2[CH:34]=[C:35]([C:39]3[N:43]([CH3:44])[C:42]4[CH:45]=[CH:46][CH:47]=[CH:48][C:41]=4[N:40]=3)[CH:36]=[C:37]([CH3:38])[C:32]=2[N:31]=[C:30]1[CH2:49][CH2:50][CH3:51].O, predict the reaction product. The product is: [O:1]=[C:2]1[NH:6][C:5](=[O:7])[CH:4]([CH2:8][C:9]2[CH:10]=[CH:11][C:12]([O:19][CH2:27][CH2:28][N:29]3[C:33]4[CH:34]=[C:35]([C:39]5[N:43]([CH3:44])[C:42]6[CH:45]=[CH:46][CH:47]=[CH:48][C:41]=6[N:40]=5)[CH:36]=[C:37]([CH3:38])[C:32]=4[N:31]=[C:30]3[CH2:49][CH2:50][CH3:51])=[C:13]([CH:18]=2)[C:14]([O:16][CH3:17])=[O:15])[S:3]1. (4) Given the reactants O=P(Cl)(Cl)Cl.[NH:6]1[C:14]2[C:9](=[CH:10][CH:11]=[C:12]([CH2:15][C:16]3[CH:17]=[C:18]([CH:23]=[CH:24][CH:25]=3)[C:19]([O:21]C)=[O:20])[CH:13]=2)[CH:8]=[CH:7]1.O.CN([CH:30]=[O:31])C, predict the reaction product. The product is: [CH:30]([C:8]1[C:9]2[C:14](=[CH:13][C:12]([CH2:15][C:16]3[CH:17]=[C:18]([CH:23]=[CH:24][CH:25]=3)[C:19]([OH:21])=[O:20])=[CH:11][CH:10]=2)[NH:6][CH:7]=1)=[O:31]. (5) Given the reactants [CH2:1]([C@H:5]1[CH2:10][N:9]([C:11]2[N:12]=[C:13]([C:16]3[C:24]4[C:19](=[N:20][CH:21]=[CH:22][CH:23]=4)[N:18](C(C4C=CC=CC=4)(C4C=CC=CC=4)C4C=CC=CC=4)[N:17]=3)[S:14][CH:15]=2)[CH2:8][CH2:7][N:6]1C(OC(C)(C)C)=O)[CH:2]([CH3:4])[CH3:3].C([SiH](CC)CC)C.C(O)(C(F)(F)F)=O, predict the reaction product. The product is: [CH2:1]([C@@H:5]1[NH:6][CH2:7][CH2:8][N:9]([C:11]2[N:12]=[C:13]([C:16]3[C:24]4[C:19](=[N:20][CH:21]=[CH:22][CH:23]=4)[NH:18][N:17]=3)[S:14][CH:15]=2)[CH2:10]1)[CH:2]([CH3:4])[CH3:3]. (6) Given the reactants [NH2:1][C:2]1[C:6]([C:7]([O:9][CH2:10][CH3:11])=[O:8])=[CH:5][NH:4][N:3]=1.C([O:14]/[CH:15]=[CH:16]/[C:17](OCC)=O)C.C(=O)([O-])[O-].[Cs+].[Cs+].CC(O)=O, predict the reaction product. The product is: [OH:14][C:15]1[CH:16]=[CH:17][N:3]2[N:4]=[CH:5][C:6]([C:7]([O:9][CH2:10][CH3:11])=[O:8])=[C:2]2[N:1]=1. (7) Given the reactants CN(C(ON1N=NC2C=CC=CC1=2)=[N+](C)C)C.[B-](F)(F)(F)F.C(N(C(C)C)C(C)C)C.[CH3:32][N:33]([CH3:40])[CH:34]1[CH2:39][CH2:38][NH:37][CH2:36][CH2:35]1.[NH2:41][C:42]1[C:73]([C:74]([F:77])([F:76])[F:75])=[CH:72][C:45]([CH2:46][C@@H:47]([CH2:51][C:52](=[O:71])[N:53]2[CH2:58][CH2:57][CH:56]([N:59]3[CH2:65][CH2:64][C:63]4[CH:66]=[CH:67][CH:68]=[CH:69][C:62]=4[NH:61][C:60]3=[O:70])[CH2:55][CH2:54]2)[C:48](O)=[O:49])=[CH:44][C:43]=1[Cl:78].C([O-])([O-])=O.[K+].[K+], predict the reaction product. The product is: [NH2:41][C:42]1[C:73]([C:74]([F:76])([F:75])[F:77])=[CH:72][C:45]([CH2:46][C@@H:47]([CH2:51][C:52]([N:53]2[CH2:58][CH2:57][CH:56]([N:59]3[CH2:65][CH2:64][C:63]4[CH:66]=[CH:67][CH:68]=[CH:69][C:62]=4[NH:61][C:60]3=[O:70])[CH2:55][CH2:54]2)=[O:71])[C:48]([N:37]2[CH2:38][CH2:39][CH:34]([N:33]([CH3:40])[CH3:32])[CH2:35][CH2:36]2)=[O:49])=[CH:44][C:43]=1[Cl:78]. (8) Given the reactants C[C:2]([O-:5])([CH3:4])C.[K+].[CH2:7]([O:9][C:10](=[O:15])[CH2:11][C:12]([CH3:14])=[O:13])[CH3:8].[CH3:16][O:17][C:18](=[O:21])[CH2:19]Cl.C[C:23](N(C)C)=[O:24], predict the reaction product. The product is: [CH3:23][O:24][C:2](=[O:5])[CH2:4][C:11]([C:12](=[O:13])[CH3:14])([C:10]([O:9][CH2:7][CH3:8])=[O:15])[CH2:19][C:18]([O:17][CH3:16])=[O:21]. (9) Given the reactants CC1C=CC(S(O[CH2:12][CH2:13][O:14][C:15]2[CH:20]=[CH:19][C:18]([CH:21]=[O:22])=[CH:17][CH:16]=2)(=O)=O)=CC=1.[N-:23]=[N+:24]=[N-:25].[Na+], predict the reaction product. The product is: [N:23]([CH2:12][CH2:13][O:14][C:15]1[CH:20]=[CH:19][C:18]([CH:21]=[O:22])=[CH:17][CH:16]=1)=[N+:24]=[N-:25]. (10) Given the reactants [CH3:1][N:2]([CH3:6])[C:3](Cl)=[O:4].[NH2:7][C:8]1[CH:13]=[CH:12][C:11]([C@@H:14]2[O:19][CH2:18][CH2:17][N:16]([C:20]3[N:25]([CH3:26])[C:24](=[O:27])[CH:23]=[C:22]([C:28]4[CH:33]=[CH:32][N:31]=[CH:30][CH:29]=4)[N:21]=3)[CH2:15]2)=[CH:10][CH:9]=1.C(N(CC)CC)C, predict the reaction product. The product is: [CH3:1][N:2]([CH3:6])[C:3]([NH:7][C:8]1[CH:9]=[CH:10][C:11]([CH:14]2[O:19][CH2:18][CH2:17][N:16]([C:20]3[N:25]([CH3:26])[C:24](=[O:27])[CH:23]=[C:22]([C:28]4[CH:29]=[CH:30][N:31]=[CH:32][CH:33]=4)[N:21]=3)[CH2:15]2)=[CH:12][CH:13]=1)=[O:4].